Predict the reaction yield, written as a fraction of the theoretical maximum amount of product (1.0 means a 100% yield; for example, 0.34 means a 34% yield). From a dataset of Reaction yield outcomes from USPTO patents with 853,638 reactions. (1) The reactants are [CH3:1][O:2][C:3]([NH:5][C@@H:6]([CH:59]([CH3:61])[CH3:60])[C:7]([N:9]1[C@H:13]([C:14]2[NH:18][C:17]3[C:19]4[C:24]([CH:25]=[CH:26][C:16]=3[N:15]=2)=[CH:23][C:22]2[C:27]3[C:32]([CH2:33][O:34][C:21]=2[CH:20]=4)=[CH:31][C:30]([C:35]2[NH:39][C:38]([CH:40]4[CH2:44][CH2:43][CH2:42][N:41]4[C:45](=[O:55])[C@@H:46]([NH:50][C:51](=[O:54])[O:52][CH3:53])[CH:47]([CH3:49])[CH3:48])=[N:37][CH:36]=2)=[CH:29][CH:28]=3)[CH2:12][C@@H:11]2[CH2:56][CH2:57][CH2:58][C@H:10]12)=[O:8])=[O:4].[CH3:62][O:63][C:64](N[C@@H](C(C)C)C(O)=O)=O. No catalyst specified. The product is [CH3:1][O:2][C:3]([NH:5][C@@H:6]([CH:59]([CH3:61])[CH3:60])[C:7]([N:9]1[C@H:13]([C:14]2[NH:18][C:17]3[C:19]4[C:24]([CH:25]=[CH:26][C:16]=3[N:15]=2)=[CH:23][C:22]2[C:27]3[C:32]([CH2:33][O:34][C:21]=2[CH:20]=4)=[CH:31][C:30]([C:35]2[NH:39][C:38]([CH:40]4[CH2:44][CH2:43][CH2:42][N:41]4[C:45](=[O:55])[C@@H:46]([NH:50][C:51](=[O:54])[O:52][CH3:53])[CH:47]4[CH2:49][CH2:64][O:63][CH2:62][CH2:48]4)=[N:37][CH:36]=2)=[CH:29][CH:28]=3)[CH2:12][C@@H:11]2[CH2:56][CH2:57][CH2:58][C@H:10]12)=[O:8])=[O:4]. The yield is 0.560. (2) The reactants are [S:1](Cl)([C:4]1[CH:10]=[CH:9][C:7]([CH3:8])=[CH:6][CH:5]=1)(=[O:3])=[O:2].[C:12]([O:16][C:17](=[O:22])[NH:18][CH2:19][CH2:20][OH:21])([CH3:15])([CH3:14])[CH3:13].CCN(CC)CC. The catalyst is C(Cl)Cl. The product is [C:12]([O:16][C:17]([NH:18][CH2:19][CH2:20][O:21][S:1]([C:4]1[CH:10]=[CH:9][C:7]([CH3:8])=[CH:6][CH:5]=1)(=[O:3])=[O:2])=[O:22])([CH3:15])([CH3:13])[CH3:14]. The yield is 0.790.